From a dataset of Full USPTO retrosynthesis dataset with 1.9M reactions from patents (1976-2016). Predict the reactants needed to synthesize the given product. (1) Given the product [C:11]([CH2:10][CH2:9][C:8]1[C:7]([CH3:16])=[CH:6][NH:5][CH:4]=1)([OH:13])=[O:12], predict the reactants needed to synthesize it. The reactants are: C([C:4]1[NH:5][C:6](C(OCC)=O)=[C:7]([CH3:16])[C:8]=1[CH2:9][CH2:10][C:11]([O:13]CC)=[O:12])(O)=O. (2) The reactants are: [CH3:1][O:2][C:3]1[CH:41]=[CH:40][C:6]2[CH:7]=[C:8]([C:10]3[O:14][N:13]=[C:12]([C:15]4[CH:16]=[CH:17][C:18]5[O:22][C:21]([C:23]6([NH:31]C(=O)OC(C)(C)C)[CH2:28][O:27]C(C)(C)[O:25][CH2:24]6)=[CH:20][C:19]=5[CH:39]=4)[N:11]=3)[O:9][C:5]=2[CH:4]=1.ClC1C=C(C2ON=C(C3C=CC4OC(C5(NC(=O)OC(C)(C)C)COC(C)(C)OC5)=CC=4C=3)N=2)C=CC=1OCCC. Given the product [NH2:31][C:23]([C:21]1[O:22][C:18]2[CH:17]=[CH:16][C:15]([C:12]3[N:11]=[C:10]([C:8]4[O:9][C:5]5[CH:4]=[C:3]([O:2][CH3:1])[CH:41]=[CH:40][C:6]=5[CH:7]=4)[O:14][N:13]=3)=[CH:39][C:19]=2[CH:20]=1)([CH2:28][OH:27])[CH2:24][OH:25], predict the reactants needed to synthesize it.